This data is from Full USPTO retrosynthesis dataset with 1.9M reactions from patents (1976-2016). The task is: Predict the reactants needed to synthesize the given product. Given the product [NH2:21][C:20]1[C:11]([C:9]([C:4]2[CH:5]=[CH:6][C:7]([F:8])=[C:2]([Cl:1])[CH:3]=2)=[O:10])=[CH:12][CH:13]=[C:14]2[C:19]=1[N:18]=[CH:17][CH:16]=[CH:15]2, predict the reactants needed to synthesize it. The reactants are: [Cl:1][C:2]1[CH:3]=[C:4]([C:9]([C:11]2[C:20]([N+:21]([O-])=O)=[C:19]3[C:14]([CH:15]=[CH:16][CH:17]=[N:18]3)=[CH:13][CH:12]=2)=[O:10])[CH:5]=[CH:6][C:7]=1[F:8].